Task: Regression. Given a peptide amino acid sequence and an MHC pseudo amino acid sequence, predict their binding affinity value. This is MHC class I binding data.. Dataset: Peptide-MHC class I binding affinity with 185,985 pairs from IEDB/IMGT (1) The peptide sequence is EFKSRFFVM. The MHC is HLA-B08:01 with pseudo-sequence HLA-B08:01. The binding affinity (normalized) is 0.455. (2) The binding affinity (normalized) is 0.240. The peptide sequence is LLGEHGVAF. The MHC is HLA-A02:01 with pseudo-sequence HLA-A02:01.